From a dataset of Peptide-MHC class I binding affinity with 185,985 pairs from IEDB/IMGT. Regression. Given a peptide amino acid sequence and an MHC pseudo amino acid sequence, predict their binding affinity value. This is MHC class I binding data. The peptide sequence is YFSDVSAPV. The MHC is HLA-B07:02 with pseudo-sequence HLA-B07:02. The binding affinity (normalized) is 0.0847.